Dataset: Reaction yield outcomes from USPTO patents with 853,638 reactions. Task: Predict the reaction yield, written as a fraction of the theoretical maximum amount of product (1.0 means a 100% yield; for example, 0.34 means a 34% yield). (1) The reactants are C([O:3][CH2:4][CH2:5][O:6][NH:7][C:8]([C:10]1[C:25]([NH:26][C:27]2[CH:32]=[CH:31][C:30]([Br:33])=[CH:29][C:28]=2[Cl:34])=[C:24]([F:35])[C:13]2[N:14]=[CH:15][N:16]([CH2:17][CH:18]3[CH2:23][CH2:22][CH2:21][CH2:20][O:19]3)[C:12]=2[CH:11]=1)=[O:9])=C.Cl.[OH-].[Na+]. The catalyst is C(O)C.O. The product is [OH:3][CH2:4][CH2:5][O:6][NH:7][C:8]([C:10]1[C:25]([NH:26][C:27]2[CH:32]=[CH:31][C:30]([Br:33])=[CH:29][C:28]=2[Cl:34])=[C:24]([F:35])[C:13]2[N:14]=[CH:15][N:16]([CH2:17][CH:18]3[CH2:23][CH2:22][CH2:21][CH2:20][O:19]3)[C:12]=2[CH:11]=1)=[O:9]. The yield is 0.910. (2) The reactants are [C:1](=O)([O-])[OH:2].[Na+].[F:6][C:7]([F:16])([F:15])[C:8]1[CH:9]=[C:10]([CH:12]=[CH:13][CH:14]=1)[NH2:11].C[CH:18]([C:22](Cl)=O)[C:19](Cl)=[O:20].[OH2:25]. The catalyst is CC(C)=O. The product is [O:25]=[C:22]([NH:11][C:10]1[CH:12]=[CH:13][CH:14]=[C:8]([C:7]([F:15])([F:16])[F:6])[CH:9]=1)[CH2:18][C:19]([O:2][CH3:1])=[O:20]. The yield is 0.840. (3) The reactants are [NH2:1][S:2]([CH:5]([C:11]1[CH:20]=[CH:19][C:14]([C:15]([O:17][CH3:18])=[O:16])=[CH:13][C:12]=1[Br:21])[CH2:6][C:7](OC)=[O:8])(=[O:4])=[O:3].C[O-].[Na+]. The catalyst is CO. The product is [Br:21][C:12]1[CH:13]=[C:14]([CH:19]=[CH:20][C:11]=1[CH:5]1[S:2](=[O:4])(=[O:3])[NH:1][C:7](=[O:8])[CH2:6]1)[C:15]([O:17][CH3:18])=[O:16]. The yield is 0.380. (4) The reactants are [O:1]1[CH2:5][CH2:4][NH:3][C:2]1=[O:6].C[C:8]([CH3:11])([O-])C.[K+].C(I)C.FC(F)(F)[C:18](O)=[O:19].O. The catalyst is C1COCC1.C(Cl)Cl.CCOC(C)=O. The product is [CH2:8]([N:3]1[CH2:4][CH:5]([CH2:18][OH:19])[O:1][C:2]1=[O:6])[CH3:11]. The yield is 0.660.